This data is from Reaction yield outcomes from USPTO patents with 853,638 reactions. The task is: Predict the reaction yield, written as a fraction of the theoretical maximum amount of product (1.0 means a 100% yield; for example, 0.34 means a 34% yield). (1) The reactants are [F:1][C:2]1[CH:3]=[CH:4][CH:5]=[C:6]2[C:11]=1[O:10][CH2:9][CH2:8][C@H:7]2[NH:12]C(=O)COC. The catalyst is Cl.CCO. The product is [F:1][C:2]1[CH:3]=[CH:4][CH:5]=[C:6]2[C:11]=1[O:10][CH2:9][CH2:8][C@H:7]2[NH2:12]. The yield is 0.870. (2) The reactants are [N+:1]([C:4]1[CH:5]=[C:6]2[C:10](=[CH:11][CH:12]=1)[NH:9][C:8](=[O:13])[CH2:7]2)([O-])=O. The catalyst is CC(N(C)C)=O.[Pd]. The product is [NH2:1][C:4]1[CH:5]=[C:6]2[C:10](=[CH:11][CH:12]=1)[NH:9][C:8](=[O:13])[CH2:7]2. The yield is 0.500. (3) The reactants are C(OC([N:8]1[CH2:11][CH:10]([N:12]2[CH2:17][CH2:16][O:15][C:14]([CH3:19])([CH3:18])[CH2:13]2)[CH2:9]1)=O)(C)(C)C.C(O)(C(F)(F)F)=O. The catalyst is C(Cl)Cl. The product is [NH:8]1[CH2:11][CH:10]([N:12]2[CH2:17][CH2:16][O:15][C:14]([CH3:19])([CH3:18])[CH2:13]2)[CH2:9]1. The yield is 0.970. (4) The reactants are [Cl:1][C:2]1[N:3]=[C:4]([N:11]2[CH2:16][CH2:15][O:14][CH2:13][CH2:12]2)[C:5]2[S:10][CH:9]=[CH:8][C:6]=2[N:7]=1.[Li]CCCC.CN([CH:25]=[O:26])C.Cl. The catalyst is C1COCC1. The product is [Cl:1][C:2]1[N:3]=[C:4]([N:11]2[CH2:16][CH2:15][O:14][CH2:13][CH2:12]2)[C:5]2[S:10][C:9]([CH:25]=[O:26])=[CH:8][C:6]=2[N:7]=1. The yield is 0.990. (5) The reactants are Cl.O[CH:3]([C:22]1[CH:23]=[N:24][CH:25]=[CH:26][C:27]=1[NH:28][C:29](=[O:34])C(C)(C)C)[CH:4]([CH:9]1[CH2:14][CH2:13][N:12](C(OC(C)(C)C)=O)[CH2:11][CH2:10]1)C(OC)=O. The catalyst is O. The product is [NH:12]1[CH2:11][CH2:10][CH:9]([C:4]2[C:29](=[O:34])[NH:28][C:27]3[C:22]([CH:3]=2)=[CH:23][N:24]=[CH:25][CH:26]=3)[CH2:14][CH2:13]1. The yield is 0.770.